Dataset: Full USPTO retrosynthesis dataset with 1.9M reactions from patents (1976-2016). Task: Predict the reactants needed to synthesize the given product. (1) Given the product [F:17][C:15]1[CH:16]=[C:11]([C@H:10]2[N:6]3[C@@H:7]([CH:20]=[CH:3][CH2:2][C:1]3=[O:5])[CH2:8][CH2:9]2)[CH:12]=[C:13]([F:19])[C:14]=1[F:18], predict the reactants needed to synthesize it. The reactants are: [C:1]([N:6]1[C@H:10]([C:11]2[CH:16]=[C:15]([F:17])[C:14]([F:18])=[C:13]([F:19])[CH:12]=2)[CH2:9][CH2:8][C@@H:7]1/[CH:20]=C/C(OCC)=O)(=[O:5])[CH2:2][CH:3]=C.C(N(CC)CC)C. (2) Given the product [C:25]([N:28]1[C:37]2[C:32](=[CH:33][C:34]([Br:38])=[CH:35][CH:36]=2)[N:31]([C:39]([O:8][CH:5]2[CH2:6][CH2:7][C:2]([F:9])([F:1])[CH2:3][CH2:4]2)=[O:40])[CH2:30][C@@H:29]1[CH3:48])(=[O:27])[CH3:26], predict the reactants needed to synthesize it. The reactants are: [F:1][C:2]1([F:9])[CH2:7][CH2:6][CH:5]([OH:8])[CH2:4][CH2:3]1.BrC1C=C2C(=CC=1)N(C(=O)C)[C@@H](C)CN2.[C:25]([N:28]1[C:37]2[C:32](=[CH:33][C:34]([Br:38])=[CH:35][CH:36]=2)[N:31]([C:39](OC2CC(F)(F)C2)=[O:40])[CH2:30][C@@H:29]1[CH3:48])(=[O:27])[CH3:26]. (3) Given the product [C:1]([O:5][C:6]([CH:8]1[CH2:9][CH2:10][CH:11]([C:14]2[CH:15]=[C:16]([OH:18])[N:24]3[N:25]=[CH:26][CH:27]=[C:23]3[N:22]=2)[CH2:12][CH2:13]1)=[O:7])([CH3:2])([CH3:3])[CH3:4], predict the reactants needed to synthesize it. The reactants are: [C:1]([O:5][C:6]([CH:8]1[CH2:13][CH2:12][CH:11]([C:14](=O)[CH2:15][C:16]([O:18]CC)=O)[CH2:10][CH2:9]1)=[O:7])([CH3:4])([CH3:3])[CH3:2].[NH2:22][C:23]1[CH:27]=[CH:26][NH:25][N:24]=1. (4) Given the product [CH3:1][C:2]1[CH:8]=[CH:7][CH:6]=[C:5]([CH3:9])[C:3]=1[NH:4][C:39](=[O:40])[CH2:38][N:19]1[C:20]2[C:25](=[CH:24][CH:23]=[CH:22][CH:21]=2)[C:26]2([CH2:30][O:29][C:28]3[CH:31]=[C:32]4[C:36](=[CH:37][C:27]2=3)[CH2:35][CH2:34][O:33]4)[C:18]1=[O:17], predict the reactants needed to synthesize it. The reactants are: [CH3:1][C:2]1[CH:8]=[CH:7][CH:6]=[C:5]([CH3:9])[C:3]=1[NH2:4].CC(C)(C)CCN.[O:17]=[C:18]1[C:26]2([CH2:30][O:29][C:28]3[CH:31]=[C:32]4[C:36](=[CH:37][C:27]2=3)[CH2:35][CH2:34][O:33]4)[C:25]2[C:20](=[CH:21][CH:22]=[CH:23][CH:24]=2)[N:19]1[CH2:38][C:39](N)=[O:40]. (5) The reactants are: [CH3:1][C:2]1([C:7]2[O:11][C:10]([CH2:12][N:13]3[N:17]=[C:16]([NH2:18])[CH:15]=[N:14]3)=[CH:9][CH:8]=2)[O:6]CCO1.[C:19]1([C:25]2[O:29][C:28]([CH3:30])=[N:27][C:26]=2[C:31](O)=[O:32])[CH:24]=[CH:23][CH:22]=[CH:21][CH:20]=1. Given the product [C:2]([C:7]1[O:11][C:10]([CH2:12][N:13]2[N:17]=[C:16]([NH:18][C:31]([C:26]3[N:27]=[C:28]([CH3:30])[O:29][C:25]=3[C:19]3[CH:20]=[CH:21][CH:22]=[CH:23][CH:24]=3)=[O:32])[CH:15]=[N:14]2)=[CH:9][CH:8]=1)(=[O:6])[CH3:1], predict the reactants needed to synthesize it.